Dataset: Full USPTO retrosynthesis dataset with 1.9M reactions from patents (1976-2016). Task: Predict the reactants needed to synthesize the given product. (1) Given the product [C:1]1([C:18]2[CH:23]=[C:22]([C:24]3[CH:29]=[CH:28][C:27]([C:30]([F:31])([F:32])[F:33])=[CH:26][N:25]=3)[N:21]3[N:34]=[CH:35][N:36]=[C:20]3[N:19]=2)[CH:6]=[CH:5][CH:4]=[CH:3][CH:2]=1, predict the reactants needed to synthesize it. The reactants are: [C:1]1([Mg]Br)[CH:6]=[CH:5][CH:4]=[CH:3][CH:2]=1.O1CCCC1.CS([C:18]1[CH:23]=[C:22]([C:24]2[CH:29]=[CH:28][C:27]([C:30]([F:33])([F:32])[F:31])=[CH:26][N:25]=2)[N:21]2[N:34]=[CH:35][N:36]=[C:20]2[N:19]=1)(=O)=O. (2) Given the product [Br:13][C:8]1[CH:7]=[CH:6][C:5]([O:10][CH2:11][CH3:12])=[C:4]([O:3][CH2:1][CH3:2])[CH:9]=1, predict the reactants needed to synthesize it. The reactants are: [CH2:1]([O:3][C:4]1[CH:9]=[CH:8][CH:7]=[CH:6][C:5]=1[O:10][CH2:11][CH3:12])[CH3:2].[Br-:13].[NH4+].OOS([O-])=O.[K+]. (3) The reactants are: [Cl:1][C:2]1[CH:3]=[C:4]([C:12]2[S:16][C:15]([C:17]3[C:18]([CH2:31][CH3:32])=[C:19]([CH:28]=[CH:29][CH:30]=3)[CH2:20][N:21]3[CH2:24][CH:23]([C:25]([OH:27])=[O:26])[CH2:22]3)=[N:14][N:13]=2)[CH:5]=[CH:6][C:7]=1[O:8][CH:9]([CH3:11])[CH3:10].[OH:33][S:34]([OH:37])(=[O:36])=[O:35]. Given the product [S:34]([O-:37])([OH:36])(=[O:35])=[O:33].[C:25]([CH:23]1[CH2:24][NH+:21]([CH2:20][C:19]2[CH:28]=[CH:29][CH:30]=[C:17]([C:15]3[S:16][C:12]([C:4]4[CH:5]=[CH:6][C:7]([O:8][CH:9]([CH3:10])[CH3:11])=[C:2]([Cl:1])[CH:3]=4)=[N:13][N:14]=3)[C:18]=2[CH2:31][CH3:32])[CH2:22]1)([OH:27])=[O:26], predict the reactants needed to synthesize it. (4) Given the product [CH:12]([O:15][C:16]([N:18]1[CH2:19][CH2:20][CH:21]([O:24][C:2]2[C:7]([CH:8]3[CH2:10][CH2:9]3)=[C:6]([Cl:11])[N:5]=[CH:4][N:3]=2)[CH2:22][CH2:23]1)=[O:17])([CH3:14])[CH3:13], predict the reactants needed to synthesize it. The reactants are: Cl[C:2]1[C:7]([CH:8]2[CH2:10][CH2:9]2)=[C:6]([Cl:11])[N:5]=[CH:4][N:3]=1.[CH:12]([O:15][C:16]([N:18]1[CH2:23][CH2:22][CH:21]([OH:24])[CH2:20][CH2:19]1)=[O:17])([CH3:14])[CH3:13].CC(C)([O-])C.[K+]. (5) The reactants are: [H-].[Al+3].[Li+].[H-].[H-].[H-].[Cl-:7].[Al+3].[Cl-].[Cl-].[S:11]1[C:15]2[CH:16]=[CH:17][CH:18]=[CH:19][C:14]=2[C:13]([CH2:20][C:21]#[N:22])=[CH:12]1.[OH-].[Na+]. Given the product [ClH:7].[S:11]1[C:15]2[CH:16]=[CH:17][CH:18]=[CH:19][C:14]=2[C:13]([CH2:20][CH2:21][NH2:22])=[CH:12]1, predict the reactants needed to synthesize it.